From a dataset of Catalyst prediction with 721,799 reactions and 888 catalyst types from USPTO. Predict which catalyst facilitates the given reaction. Reactant: [F:1][C:2]1[CH:10]=[CH:9][C:5]([C:6](Cl)=[O:7])=[CH:4][CH:3]=1.[C:11]([NH2:19])(=[S:18])[C:12]1[CH:17]=[CH:16][CH:15]=[CH:14][CH:13]=1.N1C=CC=CC=1. Product: [F:1][C:2]1[CH:10]=[CH:9][C:5]([C:6]([NH:19][C:11](=[S:18])[C:12]2[CH:17]=[CH:16][CH:15]=[CH:14][CH:13]=2)=[O:7])=[CH:4][CH:3]=1. The catalyst class is: 21.